Task: Predict the reaction yield, written as a fraction of the theoretical maximum amount of product (1.0 means a 100% yield; for example, 0.34 means a 34% yield).. Dataset: Reaction yield outcomes from USPTO patents with 853,638 reactions (1) The reactants are [C:1]([O:5][C:6]([NH:8][C@H:9]([C:22]([NH:24][C@H:25]([CH2:41][CH2:42][C:43]1[CH:48]=[CH:47][C:46]([C:49]([F:52])([F:51])[F:50])=[CH:45][CH:44]=1)[C:26]([NH:28][C:29]1[CH:30]=[CH:31][C:32]2[C:36]([CH3:38])([CH3:37])[O:35][B:34]([OH:39])[C:33]=2[CH:40]=1)=[O:27])=[O:23])[CH2:10][CH2:11][C:12]([O:14]CC1C=CC=CC=1)=[O:13])=[O:7])([CH3:4])([CH3:3])[CH3:2]. The catalyst is CCO.O.[OH-].[OH-].[Pd+2]. The product is [C:1]([O:5][C:6]([NH:8][C@H:9]([C:22]([NH:24][C@H:25]([CH2:41][CH2:42][C:43]1[CH:44]=[CH:45][C:46]([C:49]([F:51])([F:52])[F:50])=[CH:47][CH:48]=1)[C:26]([NH:28][C:29]1[CH:30]=[CH:31][C:32]2[C:36]([CH3:37])([CH3:38])[O:35][B:34]([OH:39])[C:33]=2[CH:40]=1)=[O:27])=[O:23])[CH2:10][CH2:11][C:12]([OH:14])=[O:13])=[O:7])([CH3:2])([CH3:3])[CH3:4]. The yield is 1.00. (2) The reactants are CS(C)=O.[N:5]1([CH2:10][CH2:11][CH2:12][CH2:13][NH:14][C:15](N2C=CN=C2)=[O:16])[CH2:9][CH2:8][CH2:7][CH2:6]1.O1CCCC1.[CH3:27][O:28][C:29]([C:31]1[C:32]([O:37][CH2:38][C:39]2[C:44]([F:45])=[CH:43][C:42]([Br:46])=[CH:41][C:40]=2[F:47])=[N:33][S:34][C:35]=1[NH2:36])=[O:30].C(=O)([O-])[O-].[K+].[K+]. The catalyst is O.C(OCC)(=O)C. The product is [CH3:27][O:28][C:29]([C:31]1[C:32]([O:37][CH2:38][C:39]2[C:40]([F:47])=[CH:41][C:42]([Br:46])=[CH:43][C:44]=2[F:45])=[N:33][S:34][C:35]=1[NH:36][C:15]([NH:14][CH2:13][CH2:12][CH2:11][CH2:10][N:5]1[CH2:6][CH2:7][CH2:8][CH2:9]1)=[O:16])=[O:30]. The yield is 0.900. (3) The reactants are [CH2:1]([CH:8]1[C:16]2[C:11](=[CH:12][CH:13]=[C:14]([C:17]#[N:18])[CH:15]=2)[C:10](=[O:19])[NH:9]1)[C:2]1[CH:7]=[CH:6][CH:5]=[CH:4][CH:3]=1.[BH4-].[Na+].Cl. The catalyst is CO.C(OCC)(=O)C.O.O.O.O.O.O.[Co](Cl)Cl. The product is [NH2:18][CH2:17][C:14]1[CH:15]=[C:16]2[C:11](=[CH:12][CH:13]=1)[C:10](=[O:19])[NH:9][CH:8]2[CH2:1][C:2]1[CH:7]=[CH:6][CH:5]=[CH:4][CH:3]=1. The yield is 0.410.